From a dataset of Reaction yield outcomes from USPTO patents with 853,638 reactions. Predict the reaction yield, written as a fraction of the theoretical maximum amount of product (1.0 means a 100% yield; for example, 0.34 means a 34% yield). (1) The reactants are [CH:1]1[N:5]=[CH:4][N:3]([CH2:6][C:7]([P:13]([OH:16])([OH:15])=[O:14])([P:9]([OH:12])([OH:11])=[O:10])[OH:8])[CH:2]=1.[OH-:17].[Na+:18].O. The catalyst is CO. The product is [CH:1]1[N:5]=[CH:4][N:3]([CH2:6][C:7]([P:9]([O-:12])([OH:11])=[O:10])([P:13]([O-:15])([OH:16])=[O:14])[OH:8])[CH:2]=1.[OH2:17].[OH2:8].[OH2:8].[OH2:8].[Na+:18].[Na+:18]. The yield is 0.930. (2) The reactants are [CH3:1][Si:2]([CH:5]([Si:7]([CH3:10])([CH3:9])[CH3:8])Cl)([CH3:4])[CH3:3].[C:11]([O-:16])(=[O:15])[C:12]([CH3:14])=[CH2:13].[Na+]. The catalyst is CCCCCCCC[N+](CCCCCCCC)(CCCCCCCC)C.[Cl-].C1C2NC3C(=CC=CC=3)SC=2C=CC=1.C(#N)C. The product is [CH3:1][Si:2]([CH:5]([O:16][C:11](=[O:15])[C:12]([CH3:14])=[CH2:13])[Si:7]([CH3:10])([CH3:9])[CH3:8])([CH3:4])[CH3:3]. The yield is 0.600. (3) The reactants are [CH2:1]([C:13]1[CH:18]=[C:17]([CH2:19][CH3:20])[C:16]([NH2:21])=[C:15]([CH2:22][CH3:23])[CH:14]=1)[C:2]1[CH:7]=[C:6]([CH2:8][CH3:9])[C:5]([NH2:10])=[C:4]([CH2:11][CH3:12])[CH:3]=1.[CH2:24]([C:26]([CH3:28])=O)[CH3:25]. No catalyst specified. The product is [C:24](=[N:21][C:16]1[C:17]([CH2:19][CH3:20])=[CH:18][C:13]([CH2:1][C:2]2[CH:7]=[C:6]([CH2:8][CH3:9])[C:5]([N:10]=[C:1]([CH2:2][CH3:3])[CH3:13])=[C:4]([CH2:11][CH3:12])[CH:3]=2)=[CH:14][C:15]=1[CH2:22][CH3:23])([CH2:26][CH3:28])[CH3:25]. The yield is 0.947. (4) The yield is 0.900. The catalyst is C1COCC1.O. The reactants are C[O:2][C:3](=[O:14])[CH:4]([C:7]1[CH:12]=[CH:11][C:10]([Cl:13])=[CH:9][CH:8]=1)[CH2:5][OH:6].O.[OH-].[Li+].Cl. The product is [Cl:13][C:10]1[CH:9]=[CH:8][C:7]([CH:4]([CH2:5][OH:6])[C:3]([OH:14])=[O:2])=[CH:12][CH:11]=1. (5) The reactants are C([O:3][C:4]([C:6]1[N:11]=[C:10]([C:12]2[CH:17]=[CH:16][C:15]([O:18][C:19]3[CH:24]=[CH:23][C:22]([F:25])=[CH:21][CH:20]=3)=[CH:14][CH:13]=2)[CH:9]=[CH:8][N:7]=1)=O)C.F[C:27]1C=CC(OC2C=CC(C3C=CN=C(C(O)=O)N=3)=CC=2)=CC=1.ICC.C(=O)([O-])[O-].[Cs+].[Cs+]. The catalyst is CN(C=O)C. The product is [F:25][C:22]1[CH:23]=[CH:24][C:19]([O:18][C:15]2[CH:16]=[CH:17][C:12]([C:10]3[CH:9]=[CH:8][N:7]=[C:6]([C:4](=[O:3])[CH3:27])[N:11]=3)=[CH:13][CH:14]=2)=[CH:20][CH:21]=1. The yield is 0.620. (6) The reactants are [S:1]1[CH:5]=[CH:4][C:3]2[C:6](=O)[C:7]3[S:8][CH:9]=[CH:10][C:11]=3[C:12](=[O:13])[C:2]1=2.[BH4-].[Na+].[OH-].[K+].S([O:24][CH3:25])(OC)(=O)=O.[CH2:26](OCC)C. The catalyst is O.C(O)C. The product is [CH3:26][O:13][C:12]1[C:2]2[S:1][CH:5]=[CH:4][C:3]=2[C:6]([O:24][CH3:25])=[C:7]2[S:8][CH:9]=[CH:10][C:11]=12. The yield is 0.620.